This data is from Catalyst prediction with 721,799 reactions and 888 catalyst types from USPTO. The task is: Predict which catalyst facilitates the given reaction. (1) Reactant: [CH3:1][C@@H:2]1[NH:7][CH2:6][CH2:5][N:4]([C:8]([O:10][C:11]([CH3:14])([CH3:13])[CH3:12])=[O:9])[CH2:3]1.[CH2:15]=O. Product: [CH3:1][C@@H:2]1[N:7]([CH3:15])[CH2:6][CH2:5][N:4]([C:8]([O:10][C:11]([CH3:13])([CH3:12])[CH3:14])=[O:9])[CH2:3]1. The catalyst class is: 2. (2) Reactant: [Br:1][C:2]1[C:7]([O:8][CH3:9])=[CH:6][C:5]([CH2:10]Cl)=[CH:4][C:3]=1[O:12][CH3:13].[C-:14]#[N:15].[Na+]. Product: [Br:1][C:2]1[C:7]([O:8][CH3:9])=[CH:6][C:5]([CH2:10][C:14]#[N:15])=[CH:4][C:3]=1[O:12][CH3:13]. The catalyst class is: 16. (3) Reactant: [CH3:1][O:2][C:3]([NH:5][C@@H:6]([CH:17]([CH3:19])[CH3:18])[C:7]([N:9]1[CH2:13][CH2:12][CH2:11][C@H:10]1[C:14]([OH:16])=O)=[O:8])=[O:4].[C:20]([C:24]1[CH:29]=[CH:28][C:27]([N:30]2[C@H:34]([C:35]3[CH:41]=[CH:40][C:38]([NH2:39])=[CH:37][CH:36]=3)[CH2:33][CH2:32][C@H:31]2[C:42]2[CH:48]=[CH:47][C:45]([NH2:46])=[CH:44][CH:43]=2)=[CH:26][CH:25]=1)([CH3:23])([CH3:22])[CH3:21].CN(C(ON1N=NC2C=CC=NC1=2)=[N+](C)C)C.F[P-](F)(F)(F)(F)F. Product: [CH3:1][O:2][C:3]([NH:5][C@H:6]([C:7]([N:9]1[CH2:13][CH2:12][CH2:11][C@H:10]1[C:14]([NH:39][C:38]1[CH:37]=[CH:36][C:35]([C@@H:34]2[CH2:33][CH2:32][C@@H:31]([C:42]3[CH:48]=[CH:47][C:45]([NH2:46])=[CH:44][CH:43]=3)[N:30]2[C:27]2[CH:26]=[CH:25][C:24]([C:20]([CH3:23])([CH3:22])[CH3:21])=[CH:29][CH:28]=2)=[CH:41][CH:40]=1)=[O:16])=[O:8])[CH:17]([CH3:19])[CH3:18])=[O:4]. The catalyst class is: 16. (4) The catalyst class is: 10. Product: [Cl:1][C:2]1[CH:7]=[C:6]([N:8]([CH2:10][C:11]2[S:12][C:13]([Cl:16])=[CH:14][CH:15]=2)[CH3:9])[CH:5]=[CH:4][C:3]=1[NH:17][C:26](=[O:27])[CH2:25][C:22]1[CH:23]=[CH:24][C:19]([Cl:18])=[CH:20][CH:21]=1. Reactant: [Cl:1][C:2]1[CH:7]=[C:6]([N:8]([CH2:10][C:11]2[S:12][C:13]([Cl:16])=[CH:14][CH:15]=2)[CH3:9])[CH:5]=[CH:4][C:3]=1[NH2:17].[Cl:18][C:19]1[CH:24]=[CH:23][C:22]([CH2:25][C:26](Cl)=[O:27])=[CH:21][CH:20]=1.C(=O)(O)[O-].[Na+].